From a dataset of Catalyst prediction with 721,799 reactions and 888 catalyst types from USPTO. Predict which catalyst facilitates the given reaction. Reactant: Cl.Cl.[N:3]12[CH2:10][CH2:9][CH:6]([CH2:7][CH2:8]1)[C@@H:5]([O:11][C:12](=[O:21])[CH:13]([NH2:20])[C:14]1[CH:19]=[CH:18][CH:17]=[CH:16][CH:15]=1)[CH2:4]2.[CH:22]([C:24]1[S:28][C:27]([C:29]([O:31][CH:32]([C:43]2[CH:48]=[CH:47][C:46]([O:49][CH3:50])=[C:45]([O:51][CH2:52][CH3:53])[CH:44]=2)[CH2:33][C:34]2[C:39]([Cl:40])=[CH:38][N+:37]([O-:41])=[CH:36][C:35]=2[Cl:42])=[O:30])=[CH:26][CH:25]=1)=O.C(O)(=O)C.C([BH3-])#N.[Na+]. Product: [Cl:40][C:39]1[CH:38]=[N+:37]([O-:41])[CH:36]=[C:35]([Cl:42])[C:34]=1[CH2:33][CH:32]([O:31][C:29]([C:27]1[S:28][C:24]([CH2:22][NH:20][CH:13]([C:14]2[CH:19]=[CH:18][CH:17]=[CH:16][CH:15]=2)[C:12](=[O:21])[O:11][C@@H:5]2[CH:6]3[CH2:7][CH2:8][N:3]([CH2:10][CH2:9]3)[CH2:4]2)=[CH:25][CH:26]=1)=[O:30])[C:43]1[CH:48]=[CH:47][C:46]([O:49][CH3:50])=[C:45]([O:51][CH2:52][CH3:53])[CH:44]=1. The catalyst class is: 8.